This data is from Forward reaction prediction with 1.9M reactions from USPTO patents (1976-2016). The task is: Predict the product of the given reaction. (1) Given the reactants [CH3:1][O:2][C:3]1[CH:4]=[C:5]([C:16]2[CH:25]=[C:24]3[C:19]([CH:20]=[CH:21][CH:22]=[N:23]3)=[C:18](OS(C(F)(F)F)(=O)=O)[N:17]=2)[CH:6]=[CH:7][C:8]=1[O:9][CH:10]1[CH2:15][CH2:14][O:13][CH2:12][CH2:11]1.N[C:35]1[CH:36]=[CH:37][C:38](=[O:41])[NH:39][CH:40]=1.[CH:42]([NH:45]C(C)C)(C)C, predict the reaction product. The product is: [CH3:1][O:2][C:3]1[CH:4]=[C:5]([C:16]2[CH:25]=[C:24]3[C:19]([CH:20]=[CH:21][CH:22]=[N:23]3)=[C:18]([NH:45][CH2:42][C:35]3[CH:36]=[CH:37][C:38](=[O:41])[NH:39][CH:40]=3)[N:17]=2)[CH:6]=[CH:7][C:8]=1[O:9][CH:10]1[CH2:11][CH2:12][O:13][CH2:14][CH2:15]1. (2) Given the reactants [CH3:1][O:2][C:3]1[CH:4]=[C:5]([CH:9]=[CH:10][CH:11]=1)[C:6]([NH2:8])=[O:7].Cl[CH2:13][C:14](=O)[CH3:15], predict the reaction product. The product is: [CH3:1][O:2][C:3]1[CH:4]=[C:5]([C:6]2[O:7][CH:13]=[C:14]([CH3:15])[N:8]=2)[CH:9]=[CH:10][CH:11]=1. (3) Given the reactants CN(C)C(=O)C[NH:5][C@:6]12[CH2:40][CH2:39][C@@H:38]([C:41]([CH3:43])=[CH2:42])[C@@H:7]1[C@@H:8]1[C@@:21]([CH3:24])([CH2:22][CH2:23]2)[C@@:20]2([CH3:25])[C@@H:11]([C@:12]3([CH3:37])[C@@H:17]([CH2:18][CH2:19]2)[C:16]([CH3:27])([CH3:26])[C:15]([C:28]2[CH:36]=[CH:35][C:31]([C:32]([OH:34])=[O:33])=[CH:30][CH:29]=2)=[CH:14][CH2:13]3)[CH2:10][CH2:9]1.Cl[CH2:47][C:48]1[N:49]=[CH:50][S:51][CH:52]=1, predict the reaction product. The product is: [CH3:24][C@:21]12[C@@:20]3([CH3:25])[C@@H:11]([C@:12]4([CH3:37])[C@@H:17]([CH2:18][CH2:19]3)[C:16]([CH3:26])([CH3:27])[C:15]([C:28]3[CH:36]=[CH:35][C:31]([C:32]([OH:34])=[O:33])=[CH:30][CH:29]=3)=[CH:14][CH2:13]4)[CH2:10][CH2:9][C@@H:8]1[C@H:7]1[C@H:38]([C:41]([CH3:43])=[CH2:42])[CH2:39][CH2:40][C@:6]1([NH:5][CH2:47][C:48]1[N:49]=[CH:50][S:51][CH:52]=1)[CH2:23][CH2:22]2. (4) Given the reactants Br[C:2]1[CH:7]=[CH:6][CH:5]=[CH:4][C:3]=1[S:8][CH2:9][CH2:10][O:11][CH:12]1[CH2:17][CH2:16][CH2:15][CH2:14][O:13]1.C(=O)([O-])O.[Na+].[CH:23]1([C:29]2[C:37]3[C:32](=[CH:33][C:34]([C:38]([O:40][CH3:41])=[O:39])=[CH:35][CH:36]=3)[NH:31][C:30]=2B2OC(C)(C)C(C)(C)O2)[CH2:28][CH2:27][CH2:26][CH2:25][CH2:24]1, predict the reaction product. The product is: [CH:23]1([C:29]2[C:37]3[C:32](=[CH:33][C:34]([C:38]([O:40][CH3:41])=[O:39])=[CH:35][CH:36]=3)[NH:31][C:30]=2[C:2]2[CH:7]=[CH:6][CH:5]=[CH:4][C:3]=2[S:8][CH2:9][CH2:10][O:11][CH:12]2[CH2:17][CH2:16][CH2:15][CH2:14][O:13]2)[CH2:24][CH2:25][CH2:26][CH2:27][CH2:28]1.